This data is from Forward reaction prediction with 1.9M reactions from USPTO patents (1976-2016). The task is: Predict the product of the given reaction. (1) Given the reactants [N:1]1[CH:6]=[CH:5][C:4](=O)[NH:3][CH:2]=1.[Cl:8][C:9]1[C:14](I)=[CH:13]N=CN=1.Cl.[CH:17]([O:20][C:21](=[O:31])[C@H:22]([CH2:24][C:25]1[CH:30]=[CH:29][CH:28]=[CH:27][CH:26]=1)[NH2:23])([CH3:19])[CH3:18], predict the reaction product. The product is: [ClH:8].[CH:17]([O:20][C:21](=[O:31])[C@H:22]([CH2:24][C:25]1[CH:26]=[CH:27][CH:28]=[CH:29][CH:30]=1)[NH2:23])([CH3:19])[CH3:18].[CH:17]([O:20][C:21](=[O:31])[C@H:22]([CH2:24][C:25]1[CH:26]=[CH:27][CH:28]=[CH:29][CH:30]=1)[NH:23][C:4]1[C:5]([CH2:13][CH2:14][C:9]2[CH:26]=[CH:25][CH:24]=[CH:22][CH:21]=2)=[CH:6][N:1]=[CH:2][N:3]=1)([CH3:19])[CH3:18]. (2) Given the reactants [NH:1]1[C:5]2[CH:6]=[CH:7][CH:8]=[CH:9][C:4]=2[N:3]=[C:2]1[CH2:10][N:11]([CH2:22][CH2:23][CH:24]([CH3:26])[CH3:25])[CH:12]1[C:21]2[N:20]=[CH:19][CH:18]=[CH:17][C:16]=2[CH2:15][CH2:14][CH2:13]1.Br[CH2:28][CH2:29][C:30]#[N:31].CN(CC1N(CC2C=NC=CC=2)C2C=CC=CC=2N=1)C1C2N=CC=CC=2CCC1, predict the reaction product. The product is: [CH3:25][CH:24]([CH3:26])[CH2:23][CH2:22][N:11]([CH2:10][C:2]1[N:3]([CH2:28][CH2:29][C:30]#[N:31])[C:4]2[CH:9]=[CH:8][CH:7]=[CH:6][C:5]=2[N:1]=1)[CH:12]1[C:21]2[N:20]=[CH:19][CH:18]=[CH:17][C:16]=2[CH2:15][CH2:14][CH2:13]1. (3) The product is: [N:21]1([CH2:20][CH2:19][O:18][C:15]2[CH:16]=[CH:17][C:12]([NH2:11])=[CH:13][CH:14]=2)[CH2:26][CH2:25][O:24][CH2:23][CH2:22]1. Given the reactants BrC1N2C=CN=C2C([NH:11][C:12]2[CH:17]=[CH:16][C:15]([O:18][CH2:19][CH2:20][N:21]3[CH2:26][CH2:25][O:24][CH2:23][CH2:22]3)=[CH:14][CH:13]=2)=NC=1.CC1(C)C(C)(C)OB(C2C=NNC=2)O1.C([O-])([O-])=O.[Na+].[Na+], predict the reaction product. (4) Given the reactants I[C:2]1[CH:7]=[CH:6][C:5]([C:8]2[N:9]=[N:10][N:11]([CH:13]3[CH2:19][CH2:18][C:17]4[CH:20]=[CH:21][CH:22]=[CH:23][C:16]=4[N:15]([CH2:24][C:25]([F:28])([F:27])[F:26])[C:14]3=[O:29])[CH:12]=2)=[CH:4][C:3]=1[O:30][CH3:31].[N:32]1[CH:37]=[CH:36][C:35](B(O)O)=[CH:34][CH:33]=1.C(=O)([O-])[O-].[Na+].[Na+], predict the reaction product. The product is: [CH3:31][O:30][C:3]1[CH:4]=[C:5]([C:8]2[N:9]=[N:10][N:11]([CH:13]3[CH2:19][CH2:18][C:17]4[CH:20]=[CH:21][CH:22]=[CH:23][C:16]=4[N:15]([CH2:24][C:25]([F:28])([F:27])[F:26])[C:14]3=[O:29])[CH:12]=2)[CH:6]=[CH:7][C:2]=1[C:35]1[CH:36]=[CH:37][N:32]=[CH:33][CH:34]=1.